The task is: Predict the reactants needed to synthesize the given product.. This data is from Full USPTO retrosynthesis dataset with 1.9M reactions from patents (1976-2016). Given the product [C:20]([O:24][C:25]([N:27]1[CH2:32][CH2:31][N:30]([CH2:2][C:3]2[N:4]([CH3:19])[C:5]3[C:10]([N:11]=2)=[C:9]([N:12]2[CH2:17][CH2:16][O:15][CH2:14][CH2:13]2)[N:8]=[C:7]([Cl:18])[N:6]=3)[C:29]([CH3:34])([CH3:33])[CH2:28]1)=[O:26])([CH3:23])([CH3:21])[CH3:22], predict the reactants needed to synthesize it. The reactants are: Br[CH2:2][C:3]1[N:4]([CH3:19])[C:5]2[C:10]([N:11]=1)=[C:9]([N:12]1[CH2:17][CH2:16][O:15][CH2:14][CH2:13]1)[N:8]=[C:7]([Cl:18])[N:6]=2.[C:20]([O:24][C:25]([N:27]1[CH2:32][CH2:31][NH:30][C:29]([CH3:34])([CH3:33])[CH2:28]1)=[O:26])([CH3:23])([CH3:22])[CH3:21].C([O-])([O-])=O.[K+].[K+].